From a dataset of Full USPTO retrosynthesis dataset with 1.9M reactions from patents (1976-2016). Predict the reactants needed to synthesize the given product. (1) Given the product [CH3:2][C:1]1[C:4]2[CH2:5][N:6]([C:11]([O:13][C:14]([CH3:17])([CH3:16])[CH3:15])=[O:12])[CH2:7][CH2:8][C:9]=2[NH:19][N:18]=1, predict the reactants needed to synthesize it. The reactants are: [C:1]([CH:4]1[C:9](=O)[CH2:8][CH2:7][N:6]([C:11]([O:13][C:14]([CH3:17])([CH3:16])[CH3:15])=[O:12])[CH2:5]1)(=O)[CH3:2].[NH2:18][NH2:19].O. (2) Given the product [CH3:1][N:2]1[C@@H:19]2[CH2:20][C:7]3[CH:8]=[CH:9][C:10]([O:21][CH3:22])=[C:11]4[O:12][CH:13]5[C:14]([CH:16]=[CH:17][C@:18]2([OH:25])[C@:5]5([C:6]=34)[CH2:4][CH2:3]1)=[O:15].[C:23]([O:26][OH:27])(=[O:25])[CH3:24], predict the reactants needed to synthesize it. The reactants are: [CH3:1][N:2]1[C@@H:19]2[CH2:20][C:7]3[CH:8]=[CH:9][C:10]([O:21][CH3:22])=[C:11]4[O:12][C@H:13]5[C:14]([CH:16]=[CH:17][C@@H:18]2[C@:5]5([C:6]=34)[CH2:4][CH2:3]1)=[O:15].[C:23]([O:26][OH:27])(=[O:25])[CH3:24]. (3) Given the product [F:21][C:15]1[CH:16]=[CH:17][C:18]([F:20])=[CH:19][C:14]=1[C:10]1[NH:11][C:12]2[O:13][C:30](=[O:31])[CH:29]([CH2:28][C:25]3[CH:26]=[CH:27][C:22]([CH3:32])=[CH:23][CH:24]=3)[CH:1]([C:2]3[CH:3]=[CH:4][CH:5]=[CH:6][CH:7]=3)[C:8]=2[N:9]=1, predict the reactants needed to synthesize it. The reactants are: [CH:1](=[C:8]1/[N:9]=[C:10]([C:14]2[CH:19]=[C:18]([F:20])[CH:17]=[CH:16][C:15]=2[F:21])[NH:11][C:12]/1=[O:13])/[C:2]1[CH:7]=[CH:6][CH:5]=[CH:4][CH:3]=1.[C:22]1([CH3:32])[CH:27]=[CH:26][C:25](/[CH:28]=[CH:29]/[CH:30]=[O:31])=[CH:24][CH:23]=1. (4) Given the product [C:1]([O:5][C:6]([N:8]1[CH2:13][CH2:12][CH:11]([N:14]([CH:15]2[CH2:17][CH2:16]2)[C:18]([C:20]2[CH:21]=[N:22][C:23]([N:36]3[CH:40]=[CH:39][N:38]=[CH:37]3)=[N:24][CH:25]=2)=[O:19])[CH2:10][CH2:9]1)=[O:7])([CH3:4])([CH3:3])[CH3:2], predict the reactants needed to synthesize it. The reactants are: [C:1]([O:5][C:6]([N:8]1[CH2:13][CH2:12][CH:11]([N:14]([C:18]([C:20]2[CH:21]=[N:22][C:23](Cl)=[N:24][CH:25]=2)=[O:19])[CH:15]2[CH2:17][CH2:16]2)[CH2:10][CH2:9]1)=[O:7])([CH3:4])([CH3:3])[CH3:2].C(N(C(C)C)C(C)C)C.[NH:36]1[CH:40]=[CH:39][N:38]=[CH:37]1.O. (5) Given the product [CH2:1]([C:3]([CH2:21][CH3:22])([C:7]1[CH:12]=[CH:11][CH:10]=[CH:9][C:8]=1[O:13][CH2:14][C:15]1[CH:20]=[CH:19][CH:18]=[CH:17][CH:16]=1)[NH2:46])[CH3:2], predict the reactants needed to synthesize it. The reactants are: [CH2:1]([C:3]([CH2:21][CH3:22])([C:7]1[CH:12]=[CH:11][CH:10]=[CH:9][C:8]=1[O:13][CH2:14][C:15]1[CH:20]=[CH:19][CH:18]=[CH:17][CH:16]=1)C(N)=O)[CH3:2].FC(F)(F)C(OI(C1C=CC=CC=1)OC(=O)C(F)(F)F)=O.C(#[N:46])C. (6) Given the product [ClH:1].[Cl:1][C:2]1[CH:3]=[C:4]([CH2:9][CH2:10][NH2:11])[CH:5]=[CH:6][C:7]=1[F:8], predict the reactants needed to synthesize it. The reactants are: [Cl:1][C:2]1[CH:3]=[C:4]([CH2:9][C:10]#[N:11])[CH:5]=[CH:6][C:7]=1[F:8].CO. (7) Given the product [O:1]1[CH:5]=[CH:4][CH:3]=[C:2]1[C:6]([O:8][C@@:9]1([C:44](=[O:45])[NH:51][CH3:50])[C@:40]2([CH3:41])[C@H:12]([C@H:13]3[C@H:37]([C@@H:38]([OH:42])[CH2:39]2)[C@@:17]2([CH3:43])[CH2:18][C:19]4[CH:20]=[N:21][N:22]([C:25]5[CH:30]=[CH:29][C:28]([F:31])=[C:27]([CH2:32][O:33][CH2:34][CH:35]=[CH2:36])[CH:26]=5)[C:23]=4[CH:24]=[C:16]2[CH2:15][CH2:14]3)[CH2:11][CH2:10]1)=[O:7], predict the reactants needed to synthesize it. The reactants are: [O:1]1[CH:5]=[CH:4][CH:3]=[C:2]1[C:6]([O:8][C@@:9]1([C:44](SCC#N)=[O:45])[C@:40]2([CH3:41])[C@H:12]([C@H:13]3[C@H:37]([C@@H:38]([OH:42])[CH2:39]2)[C@@:17]2([CH3:43])[CH2:18][C:19]4[CH:20]=[N:21][N:22]([C:25]5[CH:30]=[CH:29][C:28]([F:31])=[C:27]([CH2:32][O:33][CH2:34][CH:35]=[CH2:36])[CH:26]=5)[C:23]=4[CH:24]=[C:16]2[CH2:15][CH2:14]3)[CH2:11][CH2:10]1)=[O:7].[CH3:50][NH2:51]. (8) Given the product [C:49]([C:45]1[CH:44]=[C:43]([NH:42][C:40](=[O:41])[N:39]([CH2:16][CH2:17][CH2:18][C:19]2[CH:20]=[CH:21][C:22]([B:25]([OH:26])[OH:27])=[CH:23][CH:24]=2)[CH3:38])[CH:48]=[CH:47][CH:46]=1)#[N:50], predict the reactants needed to synthesize it. The reactants are: C(C1C=C(NC(=O)[CH2:16][CH2:17][CH2:18][C:19]2[CH:24]=[CH:23][C:22]([B:25]([OH:27])[OH:26])=[CH:21][CH:20]=2)C=CC=1S(CC)(=O)=O)#N.BrC1C=CC(CC[CH2:38][N:39](C)[C:40]([NH:42][C:43]2[CH:48]=[CH:47][CH:46]=[C:45]([C:49]#[N:50])[CH:44]=2)=[O:41])=CC=1. (9) Given the product [CH2:3]([N:10]1[CH2:23][CH2:22][C:13]2([C:21]3[C:16](=[N:17][CH:18]=[CH:19][CH:20]=3)[N:15]([CH3:25])[CH2:14]2)[CH2:12][CH2:11]1)[C:4]1[CH:5]=[CH:6][CH:7]=[CH:8][CH:9]=1, predict the reactants needed to synthesize it. The reactants are: [H-].[Na+].[CH2:3]([N:10]1[CH2:23][CH2:22][C:13]2([C:21]3[C:16](=[N:17][CH:18]=[CH:19][CH:20]=3)[NH:15][CH2:14]2)[CH2:12][CH2:11]1)[C:4]1[CH:9]=[CH:8][CH:7]=[CH:6][CH:5]=1.I[CH3:25].